From a dataset of Reaction yield outcomes from USPTO patents with 853,638 reactions. Predict the reaction yield, written as a fraction of the theoretical maximum amount of product (1.0 means a 100% yield; for example, 0.34 means a 34% yield). The reactants are [F:1][C:2]1[CH:7]=[C:6]([I:8])[CH:5]=[CH:4][C:3]=1[NH:9][C:10]1[CH:11]=[N+:12]([O-:36])[CH:13]=[CH:14][C:15]=1[C:16]([N:18]1[CH2:21][C:20]([C@@H:23]2[CH2:28][CH2:27][CH2:26][CH2:25][N:24]2C(OC(C)(C)C)=O)([OH:22])[CH2:19]1)=[O:17].Cl.[O:38]1CCO[CH2:40][CH2:39]1. The catalyst is CO. The product is [C:39]([O:22][C:20]1([C@@H:23]2[CH2:28][CH2:27][CH2:26][CH2:25][NH:24]2)[CH2:21][N:18]([C:16]([C:15]2[CH:14]=[CH:13][N+:12]([O-:36])=[CH:11][C:10]=2[NH:9][C:3]2[CH:4]=[CH:5][C:6]([I:8])=[CH:7][C:2]=2[F:1])=[O:17])[CH2:19]1)(=[O:38])[CH3:40]. The yield is 0.660.